This data is from Peptide-MHC class II binding affinity with 134,281 pairs from IEDB. The task is: Regression. Given a peptide amino acid sequence and an MHC pseudo amino acid sequence, predict their binding affinity value. This is MHC class II binding data. The peptide sequence is RMGERQLQKIERWFV. The MHC is DRB1_0801 with pseudo-sequence DRB1_0801. The binding affinity (normalized) is 0.529.